From a dataset of Reaction yield outcomes from USPTO patents with 853,638 reactions. Predict the reaction yield, written as a fraction of the theoretical maximum amount of product (1.0 means a 100% yield; for example, 0.34 means a 34% yield). (1) The reactants are Cl[CH2:2][CH2:3][C:4](Cl)=[O:5].[NH:7]1[C:15]2[C:10](=[CH:11][CH:12]=[CH:13][CH:14]=2)[CH2:9][CH2:8]1.Cl.[Al+3].[Cl-].[Cl-].[Cl-].[Na+].[Cl-]. The catalyst is CC(C)=O.O. The product is [CH2:9]1[C:10]2=[C:15]3[C:14](=[CH:13][CH:12]=[CH:11]2)[CH2:2][CH2:3][C:4](=[O:5])[N:7]3[CH2:8]1. The yield is 0.690. (2) The reactants are Cl[C:2]1[CH:7]=[CH:6][N:5]=[C:4]2[NH:8][CH:9]=[C:10]([C:11]#[N:12])[C:3]=12.[CH2:13]([C:15]1[CH:16]=[C:17](B(O)O)[CH:18]=[CH:19][CH:20]=1)[CH3:14]. No catalyst specified. The product is [CH2:13]([C:15]1[CH:20]=[C:19]([C:2]2[CH:7]=[CH:6][N:5]=[C:4]3[NH:8][CH:9]=[C:10]([C:11]#[N:12])[C:3]=23)[CH:18]=[CH:17][CH:16]=1)[CH3:14]. The yield is 0.470. (3) The reactants are Br[C:2]1[CH:3]=[C:4]([CH:16]=[CH:17][CH:18]=1)[C:5]([NH:7][CH2:8][CH2:9][CH2:10][N:11]([CH2:14][CH3:15])[CH2:12][CH3:13])=[O:6].[NH2:19][C:20]1[CH:21]=[C:22]([CH:32]=[CH:33][CH:34]=1)[C:23]([NH:25][C:26]1[CH:31]=[CH:30][N:29]=[CH:28][CH:27]=1)=[O:24].CC(C1C=C(C(C)C)C(C2C=CC=CC=2P(C2CCCCC2)C2CCCCC2)=C(C(C)C)C=1)C.C([O-])([O-])=O.[K+].[K+]. The catalyst is CC(O)(C)C.C1C=CC(/C=C/C(/C=C/C2C=CC=CC=2)=O)=CC=1.C1C=CC(/C=C/C(/C=C/C2C=CC=CC=2)=O)=CC=1.C1C=CC(/C=C/C(/C=C/C2C=CC=CC=2)=O)=CC=1.[Pd].[Pd]. The product is [N:29]1[CH:28]=[CH:27][C:26]([NH:25][C:23](=[O:24])[C:22]2[CH:32]=[CH:33][CH:34]=[C:20]([NH:19][C:2]3[CH:18]=[CH:17][CH:16]=[C:4]([C:5](=[O:6])[NH:7][CH2:8][CH2:9][CH2:10][N:11]4[CH2:14][CH2:15][CH2:13][CH2:12]4)[CH:3]=3)[CH:21]=2)=[CH:31][CH:30]=1. The yield is 0.490. (4) The reactants are [NH2:1][C:2]1[CH:3]=[C:4]([CH:8]=[CH:9][C:10]=1[CH3:11])[C:5]([OH:7])=O.[NH:12]1[CH2:17][CH2:16][CH2:15][C@@H:14]2[C:18]3[CH:19]=[CH:20][CH:21]=[CH:22][C:23]=3[CH2:24][C@H:13]12.F[P-](F)(F)(F)(F)F.N1(OC(N(C)C)=[N+](C)C)C2N=CC=CC=2N=N1. No catalyst specified. The product is [NH2:1][C:2]1[CH:3]=[C:4]([C:5]([N:12]2[CH2:17][CH2:16][CH2:15][C@@H:14]3[C:18]4[CH:19]=[CH:20][CH:21]=[CH:22][C:23]=4[CH2:24][C@H:13]23)=[O:7])[CH:8]=[CH:9][C:10]=1[CH3:11]. The yield is 0.630.